This data is from Full USPTO retrosynthesis dataset with 1.9M reactions from patents (1976-2016). The task is: Predict the reactants needed to synthesize the given product. (1) Given the product [CH3:1][C:2]1[C:3]([C:7]([O:9][CH3:10])=[O:8])=[CH:4][S:5][C:6]=1[B:14]1[O:15][C:16]([CH3:18])([CH3:17])[C:12]([CH3:19])([CH3:11])[O:13]1, predict the reactants needed to synthesize it. The reactants are: [CH3:1][C:2]1[C:3]([C:7]([O:9][CH3:10])=[O:8])=[CH:4][S:5][CH:6]=1.[CH3:11][C:12]1([CH3:19])[C:16]([CH3:18])([CH3:17])[O:15][BH:14][O:13]1. (2) Given the product [CH2:19]([O:17][C:16]1[C:15]([CH3:18])=[CH:14][C:11]([CH:12]=[O:13])=[CH:10][C:9]=1[CH2:7][CH3:8])[C:20]1[CH:25]=[CH:24][CH:23]=[CH:22][CH:21]=1, predict the reactants needed to synthesize it. The reactants are: C(=O)([O-])[O-].[K+].[K+].[CH2:7]([C:9]1[CH:10]=[C:11]([CH:14]=[C:15]([CH3:18])[C:16]=1[OH:17])[CH:12]=[O:13])[CH3:8].[CH2:19](Br)[C:20]1[CH:25]=[CH:24][CH:23]=[CH:22][CH:21]=1.